This data is from Forward reaction prediction with 1.9M reactions from USPTO patents (1976-2016). The task is: Predict the product of the given reaction. (1) Given the reactants [C:1]([O:9][C@@H:10]1[C@H:14]([F:15])[C@@H:13]([CH2:16][OH:17])[O:12][C@@H:11]1[O:18][CH3:19])(=[O:8])[C:2]1[CH:7]=[CH:6][CH:5]=[CH:4][CH:3]=1.[S:20](O[S:20]([C:23]([F:26])([F:25])[F:24])(=[O:22])=[O:21])([C:23]([F:26])([F:25])[F:24])(=[O:22])=[O:21].Cl, predict the reaction product. The product is: [C:1]([O:9][C@@H:10]1[C@H:14]([F:15])[C@@H:13]([CH2:16][O:17][S:20]([C:23]([F:26])([F:25])[F:24])(=[O:22])=[O:21])[O:12][C@@H:11]1[O:18][CH3:19])(=[O:8])[C:2]1[CH:3]=[CH:4][CH:5]=[CH:6][CH:7]=1. (2) Given the reactants C(OC(=O)NC[CH2:9][CH2:10][NH:11][CH2:12][C:13]1[CH:18]=[CH:17][CH:16]=[C:15]([C:19]2[CH:24]=[CH:23][N:22]=[C:21]([Cl:25])[N:20]=2)[CH:14]=1)(C)(C)C.[CH:27](N)(C)C, predict the reaction product. The product is: [Cl:25][C:21]1[N:20]=[C:19]([C:15]2[CH:14]=[C:13]([CH:18]=[CH:17][CH:16]=2)[CH2:12][NH:11][CH:10]([CH3:9])[CH3:27])[CH:24]=[CH:23][N:22]=1. (3) Given the reactants C(Br)C1C=CC=CC=1.O.[CH3:10][O:11][C:12]([C:14]1[CH:15]=[C:16]2[C:20](=[CH:21][CH:22]=1)[N:19]([CH3:23])[C:18](CC1C=CC=CC=1)=[C:17]2[CH2:31][C:32]1[CH:37]=[CH:36][CH:35]=[CH:34][CH:33]=1)=[O:13], predict the reaction product. The product is: [CH3:10][O:11][C:12]([C:14]1[CH:15]=[C:16]2[C:20](=[CH:21][CH:22]=1)[N:19]([CH3:23])[CH:18]=[C:17]2[CH2:31][C:32]1[CH:37]=[CH:36][CH:35]=[CH:34][CH:33]=1)=[O:13]. (4) Given the reactants CO.[F:3][C:4]1([F:21])[CH2:8][CH2:7][CH:6]([C:9]([CH:11]2C(=O)O[C:14](C)(C)[O:13][C:12]2=[O:20])=[O:10])[CH2:5]1, predict the reaction product. The product is: [F:3][C:4]1([F:21])[CH2:8][CH2:7][CH:6]([C:9](=[O:10])[CH2:11][C:12]([O:13][CH3:14])=[O:20])[CH2:5]1. (5) The product is: [CH2:1]([O:3][C:4](=[O:17])[CH:5]([O:14][CH2:15][CH3:16])[CH2:6][C:7]1[CH:8]=[CH:9][C:10]([O:13][CH2:32][CH2:31][CH2:30][CH2:29][C:24]2[CH:25]=[CH:26][CH:27]=[CH:28][C:23]=2[O:22][S:19]([CH3:18])(=[O:21])=[O:20])=[CH:11][CH:12]=1)[CH3:2]. Given the reactants [CH2:1]([O:3][C:4](=[O:17])[CH:5]([O:14][CH2:15][CH3:16])[CH2:6][C:7]1[CH:12]=[CH:11][C:10]([OH:13])=[CH:9][CH:8]=1)[CH3:2].[CH3:18][S:19]([O:22][C:23]1[CH:28]=[CH:27][CH:26]=[CH:25][C:24]=1[CH2:29][CH2:30][CH2:31][CH2:32]CS([O-])(=O)=O)(=[O:21])=[O:20], predict the reaction product.